Dataset: Reaction yield outcomes from USPTO patents with 853,638 reactions. Task: Predict the reaction yield, written as a fraction of the theoretical maximum amount of product (1.0 means a 100% yield; for example, 0.34 means a 34% yield). (1) The reactants are [N:1]1([C:7]([OH:9])=[O:8])[CH2:6][CH2:5][NH:4][CH2:3][CH2:2]1.C(=O)([O-])[O-].[K+].[K+].[C:16]([N:19]1[C:27]2[C:22](=[CH:23][C:24]([C:28](=O)[CH2:29]Br)=[CH:25][CH:26]=2)[CH2:21][CH2:20]1)(=[O:18])[CH3:17]. The catalyst is C(#N)C. The product is [C:16]([N:19]1[C:27]2[C:22](=[CH:23][C:24]([CH2:28][CH2:29][N:4]3[CH2:5][CH2:6][N:1]([C:7]([O:9][C:22]([CH3:27])([CH3:23])[CH3:21])=[O:8])[CH2:2][CH2:3]3)=[CH:25][CH:26]=2)[CH2:21][CH2:20]1)(=[O:18])[CH3:17]. The yield is 0.550. (2) The reactants are [OH:1][C:2]1[C:3]([C:8]([OH:10])=O)=[N:4][CH:5]=[CH:6][CH:7]=1.C(N(C(C)C)CC)(C)C.CCN=C=NCCCN(C)C.ON1C2C=CC=CC=2N=N1.Cl.[C:42]([O:46][C:47](=[O:50])[CH2:48][NH2:49])([CH3:45])([CH3:44])[CH3:43]. The catalyst is CN(C=O)C. The product is [C:42]([O:46][C:47](=[O:50])[CH2:48][NH:49][C:8]([C:3]1[C:2]([OH:1])=[CH:7][CH:6]=[CH:5][N:4]=1)=[O:10])([CH3:45])([CH3:44])[CH3:43]. The yield is 0.220. (3) The reactants are [C:1]1([CH:7]([CH3:10])[CH2:8][NH2:9])[CH:6]=[CH:5][CH:4]=[CH:3][CH:2]=1.[Br:11]Br. The catalyst is CCCCCC.Br.C(OCC)(=O)C. The product is [Br:11][C:4]1[CH:5]=[CH:6][C:1]([CH:7]([CH3:10])[CH2:8][NH2:9])=[CH:2][CH:3]=1. The yield is 0.230. (4) The reactants are Cl.O1CCOCC1.[Cl:8][C:9]1[CH:30]=[CH:29][C:12]([CH2:13][C:14]2([O:27][CH3:28])[CH2:19][CH2:18][N:17](C(OC(C)(C)C)=O)[CH2:16][CH2:15]2)=[C:11]([O:31][CH3:32])[CH:10]=1. The catalyst is O1CCOCC1. The product is [ClH:8].[Cl:8][C:9]1[CH:30]=[CH:29][C:12]([CH2:13][C:14]2([O:27][CH3:28])[CH2:15][CH2:16][NH:17][CH2:18][CH2:19]2)=[C:11]([O:31][CH3:32])[CH:10]=1. The yield is 0.930. (5) The yield is 0.590. The product is [Cl:18][C:19]1[CH:20]=[CH:21][C:22]([C:25]2[O:29][N:28]=[C:27]([CH2:30][N:9]3[CH2:8][C@H:7]([CH:1]4[CH2:2][CH2:3][CH2:4][CH2:5][CH2:6]4)[NH:12][C:11](=[O:13])[C@@H:10]3[CH2:14][CH:15]([CH3:17])[CH3:16])[CH:26]=2)=[CH:23][CH:24]=1. No catalyst specified. The reactants are [CH:1]1([C@@H:7]2[NH:12][C:11](=[O:13])[C@H:10]([CH2:14][CH:15]([CH3:17])[CH3:16])[NH:9][CH2:8]2)[CH2:6][CH2:5][CH2:4][CH2:3][CH2:2]1.[Cl:18][C:19]1[CH:24]=[CH:23][C:22]([C:25]2[O:29][N:28]=[C:27]([CH:30]=O)[CH:26]=2)=[CH:21][CH:20]=1.C([C@@H]1N(CC2C=C(C3C=CC=CC=3)ON=2)C[C@H](CC(C)C)NC1=O)C(C)C.